This data is from Forward reaction prediction with 1.9M reactions from USPTO patents (1976-2016). The task is: Predict the product of the given reaction. (1) Given the reactants [F:1][C:2]1[CH:3]=[C:4]([C:21]2[CH:22]=[CH:23][C:24]([C:27]([OH:29])=O)=[N:25][CH:26]=2)[CH:5]=[CH:6][C:7]=1[O:8][CH2:9][CH:10]1[CH2:15][CH2:14][N:13]([CH2:16][C:17]([F:20])([CH3:19])[CH3:18])[CH2:12][CH2:11]1.[NH:30]1[CH2:34][CH2:33][CH2:32][C@H:31]1[C:35]([NH2:37])=[O:36].CCN(C(C)C)C(C)C.CCN=C=NCCCN(C)C.C1C=CC2N(O)N=NC=2C=1, predict the reaction product. The product is: [F:1][C:2]1[CH:3]=[C:4]([C:21]2[CH:22]=[CH:23][C:24]([C:27]([N:30]3[CH2:34][CH2:33][CH2:32][C@H:31]3[C:35]([NH2:37])=[O:36])=[O:29])=[N:25][CH:26]=2)[CH:5]=[CH:6][C:7]=1[O:8][CH2:9][CH:10]1[CH2:11][CH2:12][N:13]([CH2:16][C:17]([F:20])([CH3:19])[CH3:18])[CH2:14][CH2:15]1. (2) Given the reactants C(O)C.Cl.[N:5]1[C:14]2[C:9](=[CH:10][CH:11]=[C:12]([OH:15])[CH:13]=2)[CH:8]=[CH:7][CH:6]=1, predict the reaction product. The product is: [NH:5]1[C:14]2[C:9](=[CH:10][CH:11]=[C:12]([OH:15])[CH:13]=2)[CH2:8][CH2:7][CH2:6]1. (3) The product is: [CH2:7]([O:6][C:4](=[O:5])[C:3]([N+:1]#[C-:2])=[CH:11][N:12]([CH3:14])[CH3:13])[CH3:8]. Given the reactants [N+:1]([CH2:3][C:4]([O:6][CH2:7][CH3:8])=[O:5])#[C-:2].CO[CH:11](OC)[N:12]([CH3:14])[CH3:13], predict the reaction product. (4) Given the reactants [CH:1]1[C:9]2[C:8]3[CH:10]=[CH:11][CH:12]=[CH:13][C:7]=3[O:6][C:5]=2[C:4](B(O)O)=[CH:3][CH:2]=1.[Br:17][C:18]1[CH:23]=[CH:22][CH:21]=[C:20](I)[CH:19]=1, predict the reaction product. The product is: [Br:17][C:18]1[CH:19]=[C:20]([C:4]2[C:5]3[O:6][C:7]4[CH:13]=[CH:12][CH:11]=[CH:10][C:8]=4[C:9]=3[CH:1]=[CH:2][CH:3]=2)[CH:21]=[CH:22][CH:23]=1. (5) The product is: [CH2:1]([N:3]([C@H:4]1[CH2:8][CH2:7][N:6]([CH2:9][CH2:10][O:11][CH3:12])[CH2:5]1)[C:13]1[CH:18]=[CH:17][C:16]([NH2:19])=[CH:15][CH:14]=1)[CH3:2]. Given the reactants [CH2:1]([N:3]([C:13]1[CH:18]=[CH:17][C:16]([N+:19]([O-])=O)=[CH:15][CH:14]=1)[C@H:4]1[CH2:8][CH2:7][N:6]([CH2:9][CH2:10][O:11][CH3:12])[CH2:5]1)[CH3:2].[NH4+].[Cl-], predict the reaction product.